This data is from Reaction yield outcomes from USPTO patents with 853,638 reactions. The task is: Predict the reaction yield, written as a fraction of the theoretical maximum amount of product (1.0 means a 100% yield; for example, 0.34 means a 34% yield). (1) The reactants are [F:1][C:2]1[CH:7]=[CH:6][C:5]([O:8][CH2:9][CH2:10][CH3:11])=[CH:4][C:3]=1[F:12].CN(C)[CH:15]=[O:16].C(O)(=O)C.O. The catalyst is O1CCCC1.C(NC(C)C)(C)C.[Li]. The product is [F:12][C:3]1[C:2]([F:1])=[CH:7][CH:6]=[C:5]([O:8][CH2:9][CH2:10][CH3:11])[C:4]=1[CH:15]=[O:16]. The yield is 0.420. (2) The reactants are [CH3:1][S:2]([C:5]1[CH:10]=[CH:9][C:8]([NH:11][C:12]2[C:13]3[N:14]([C:18]([C:21]#[C:22][Si](C)(C)C)=[CH:19][N:20]=3)[CH:15]=[CH:16][CH:17]=2)=[CH:7][CH:6]=1)(=[O:4])=[O:3].[F-].C([N+](CCCC)(CCCC)CCCC)CCC.CO.C(Cl)Cl. The catalyst is C1COCC1. The product is [C:21]([C:18]1[N:14]2[CH:15]=[CH:16][CH:17]=[C:12]([NH:11][C:8]3[CH:9]=[CH:10][C:5]([S:2]([CH3:1])(=[O:4])=[O:3])=[CH:6][CH:7]=3)[C:13]2=[N:20][CH:19]=1)#[CH:22]. The yield is 1.00.